Dataset: NCI-60 drug combinations with 297,098 pairs across 59 cell lines. Task: Regression. Given two drug SMILES strings and cell line genomic features, predict the synergy score measuring deviation from expected non-interaction effect. (1) Drug 1: C1=C(C(=O)NC(=O)N1)F. Drug 2: N.N.Cl[Pt+2]Cl. Cell line: SF-295. Synergy scores: CSS=29.3, Synergy_ZIP=-1.87, Synergy_Bliss=-3.61, Synergy_Loewe=-5.04, Synergy_HSA=-2.56. (2) Cell line: SR. Synergy scores: CSS=31.9, Synergy_ZIP=-0.701, Synergy_Bliss=-3.77, Synergy_Loewe=-37.9, Synergy_HSA=-3.72. Drug 2: C1CNP(=O)(OC1)N(CCCl)CCCl. Drug 1: C1=CC(=CC=C1CCC2=CNC3=C2C(=O)NC(=N3)N)C(=O)NC(CCC(=O)O)C(=O)O. (3) Drug 1: C1C(C(OC1N2C=NC3=C(N=C(N=C32)Cl)N)CO)O. Drug 2: C1=CC=C(C=C1)NC(=O)CCCCCCC(=O)NO. Cell line: NCI-H226. Synergy scores: CSS=8.70, Synergy_ZIP=-1.36, Synergy_Bliss=1.97, Synergy_Loewe=-1.87, Synergy_HSA=-0.105. (4) Drug 1: CC1C(C(CC(O1)OC2CC(OC(C2O)C)OC3=CC4=CC5=C(C(=O)C(C(C5)C(C(=O)C(C(C)O)O)OC)OC6CC(C(C(O6)C)O)OC7CC(C(C(O7)C)O)OC8CC(C(C(O8)C)O)(C)O)C(=C4C(=C3C)O)O)O)O. Drug 2: CC1C(C(CC(O1)OC2CC(CC3=C2C(=C4C(=C3O)C(=O)C5=C(C4=O)C(=CC=C5)OC)O)(C(=O)CO)O)N)O.Cl. Cell line: KM12. Synergy scores: CSS=50.9, Synergy_ZIP=6.73, Synergy_Bliss=8.72, Synergy_Loewe=-1.25, Synergy_HSA=6.13. (5) Drug 1: C1=NC2=C(N1)C(=S)N=C(N2)N. Drug 2: COC1=C2C(=CC3=C1OC=C3)C=CC(=O)O2. Cell line: UO-31. Synergy scores: CSS=28.9, Synergy_ZIP=2.62, Synergy_Bliss=2.13, Synergy_Loewe=-10.8, Synergy_HSA=0.968. (6) Drug 1: C1=NC2=C(N=C(N=C2N1C3C(C(C(O3)CO)O)F)Cl)N. Drug 2: CCC1=C2CN3C(=CC4=C(C3=O)COC(=O)C4(CC)O)C2=NC5=C1C=C(C=C5)O. Cell line: 786-0. Synergy scores: CSS=15.9, Synergy_ZIP=-8.03, Synergy_Bliss=-0.200, Synergy_Loewe=-12.0, Synergy_HSA=-2.26.